This data is from Reaction yield outcomes from USPTO patents with 853,638 reactions. The task is: Predict the reaction yield, written as a fraction of the theoretical maximum amount of product (1.0 means a 100% yield; for example, 0.34 means a 34% yield). (1) The reactants are Br[C:2]1[S:6][C:5]([C:7]([NH2:9])=[O:8])=[C:4]([NH:10][CH2:11][CH3:12])[CH:3]=1.[F:13][C:14]([F:20])([F:19])[CH2:15][C:16](=O)[CH3:17].CC1(C)C2(CS(O)(=O)=O)C(CC1CC2)=O.[O-]S([O-])(=O)=O.[Mg+2].C([O-])(O)=O.[Na+].[CH3:47][C:48]1[C:52](B2OC(C)(C)C(C)(C)O2)=[CH:51][N:50](C(OC(C)(C)C)=O)[N:49]=1.C(=O)([O-])[O-].[Na+].[Na+]. The catalyst is O.COCCOC.CC(N(C)C)=O. The product is [CH2:11]([N:10]1[C:4]2[CH:3]=[C:2]([C:52]3[CH:51]=[N:50][NH:49][C:48]=3[CH3:47])[S:6][C:5]=2[C:7](=[O:8])[NH:9][C:16]1([CH3:17])[CH2:15][C:14]([F:20])([F:19])[F:13])[CH3:12]. The yield is 0.100. (2) The reactants are [CH2:1]([O:6][C:7]1[CH:12]=[CH:11][NH:10][C:9](=[S:13])[C:8]=1[CH3:14])[CH2:2][CH2:3][CH2:4][CH3:5].[Cl:15][CH2:16][C:17]1[NH:18][C:19]2[CH:25]=[CH:24][CH:23]=[CH:22][C:20]=2[N:21]=1.[OH-].[Na+].C(O)C. The catalyst is O. The product is [ClH:15].[CH2:1]([O:6][C:7]1[CH:12]=[CH:11][N:10]=[C:9]([S:13][CH2:16][C:17]2[NH:21][C:20]3[CH:22]=[CH:23][CH:24]=[CH:25][C:19]=3[N:18]=2)[C:8]=1[CH3:14])[CH2:2][CH2:3][CH2:4][CH3:5]. The yield is 0.00640. (3) The product is [OH:1][C:2]1[CH:11]=[C:10]([OH:12])[C:9]([C:21](=[O:24])[CH2:22][CH3:23])=[C:8]2[C:3]=1[C:4]([CH2:14][CH2:15][CH3:16])=[CH:5][C:6](=[O:13])[O:7]2. The yield is 0.320. The catalyst is ClCCCl. The reactants are [OH:1][C:2]1[CH:11]=[C:10]([OH:12])[CH:9]=[C:8]2[C:3]=1[C:4]([CH2:14][CH2:15][CH3:16])=[CH:5][C:6](=[O:13])[O:7]2.[Cl-].[Al+3].[Cl-].[Cl-].[C:21](O)(=[O:24])[CH2:22][CH3:23].Cl. (4) The reactants are [NH2:1][C:2]1[CH:7]=[CH:6][CH:5]=[CH:4][C:3]=1[NH:8][C:9]([C@H:11]1[CH2:16][C@H:15]([NH:17][C:18]([NH:20][C:21]2[CH:22]=[N:23][C:24]([C:27]([F:30])([F:29])[F:28])=[CH:25][CH:26]=2)=[O:19])[CH2:14][CH2:13][N:12]1[C:31](OC(C)(C)C)=O)=O.C=O.C([BH3-])#N.[Na+].C1COCC1. The catalyst is C(O)(=O)C.O.CO. The product is [NH:8]1[C:3]2[CH:4]=[CH:5][CH:6]=[CH:7][C:2]=2[N:1]=[C:9]1[C@H:11]1[CH2:16][C@H:15]([NH:17][C:18]([NH:20][C:21]2[CH:22]=[N:23][C:24]([C:27]([F:30])([F:29])[F:28])=[CH:25][CH:26]=2)=[O:19])[CH2:14][CH2:13][N:12]1[CH3:31]. The yield is 0.520.